From a dataset of Reaction yield outcomes from USPTO patents with 853,638 reactions. Predict the reaction yield, written as a fraction of the theoretical maximum amount of product (1.0 means a 100% yield; for example, 0.34 means a 34% yield). (1) The reactants are [Cl:1][C:2]1([Cl:18])[C@H:6]([OH:7])[C@@H:5]([CH2:8][OH:9])[O:4][C@H:3]1[N:10]1[CH:15]=[CH:14][C:13](=[O:16])[NH:12][C:11]1=[O:17].F[C:20]1[C:44](F)=[C:43](F)[C:42](F)=[C:41](F)[C:21]=1[O:22][P:23]([NH:32][C@H:33]([CH3:40])[C:34]([O:36][CH:37]([CH3:39])[CH3:38])=[O:35])(OC1C=CC=CC=1)=[O:24]. No catalyst specified. The product is [Cl:18][C:2]1([Cl:1])[C@H:3]([N:10]2[CH:15]=[CH:14][C:13](=[O:16])[NH:12][C:11]2=[O:17])[O:4][C@H:5]([CH2:8][O:9][P:23]([NH:32][C@H:33]([CH3:40])[C:34]([O:36][CH:37]([CH3:39])[CH3:38])=[O:35])([O:22][C:21]2[CH:41]=[CH:42][CH:43]=[CH:44][CH:20]=2)=[O:24])[C@H:6]1[OH:7]. The yield is 0.150. (2) The reactants are Cl[C:2]1[N:7]=[C:6]([NH:8][C:9]2[CH:10]=[CH:11][C:12]3[S:16][C:15]([CH3:17])=[N:14][C:13]=3[CH:18]=2)[CH:5]=[N:4][CH:3]=1.[N:19]1[CH:24]=[CH:23][C:22](B(O)O)=[CH:21][CH:20]=1.C(=O)([O-])[O-].[Na+].[Na+]. The catalyst is COCCOC.O.C1C=CC([P]([Pd]([P](C2C=CC=CC=2)(C2C=CC=CC=2)C2C=CC=CC=2)([P](C2C=CC=CC=2)(C2C=CC=CC=2)C2C=CC=CC=2)[P](C2C=CC=CC=2)(C2C=CC=CC=2)C2C=CC=CC=2)(C2C=CC=CC=2)C2C=CC=CC=2)=CC=1. The product is [CH3:17][C:15]1[S:16][C:12]2[CH:11]=[CH:10][C:9]([NH:8][C:6]3[CH:5]=[N:4][CH:3]=[C:2]([C:22]4[CH:23]=[CH:24][N:19]=[CH:20][CH:21]=4)[N:7]=3)=[CH:18][C:13]=2[N:14]=1. The yield is 0.865. (3) The yield is 0.540. The product is [NH2:23][C:17]1[N:18]=[CH:19][C:20]([Br:22])=[CH:21][C:16]=1[C:14]([C:12]1[N:13]=[C:8]([N:1]2[CH2:7][CH2:6][CH2:5][N:4]([C:27](=[O:28])[CH2:26][C:25]([F:31])([F:30])[F:24])[CH2:3][CH2:2]2)[CH:9]=[CH:10][CH:11]=1)=[O:15]. The catalyst is ClCCl. The reactants are [N:1]1([C:8]2[N:13]=[C:12]([C:14]([C:16]3[C:17]([NH2:23])=[N:18][CH:19]=[C:20]([Br:22])[CH:21]=3)=[O:15])[CH:11]=[CH:10][CH:9]=2)[CH2:7][CH2:6][CH2:5][NH:4][CH2:3][CH2:2]1.[F:24][C:25]([F:31])([F:30])[CH2:26][C:27](O)=[O:28].ON1C2C=CC=CC=2N=N1.C(N(CC)CC)C.N=C=N.